From a dataset of Full USPTO retrosynthesis dataset with 1.9M reactions from patents (1976-2016). Predict the reactants needed to synthesize the given product. (1) The reactants are: CN1C(=O)N(C)[CH2:5][CH2:4][CH2:3]1.[C:10]([Li])#[C:11][CH2:12][CH2:13][CH3:14].BrCC1C(CBr)=C(CCC)[C:29]2[C:20](=[CH:21][C:22]3[C:27]([CH:28]=2)=[C:26]([CH2:37][CH2:38][CH3:39])[C:25]([CH2:40][CH2:41][CH3:42])=[C:24]([CH2:43][CH2:44][CH3:45])[C:23]=3[CH2:46][CH2:47][CH3:48])C=1CCC.[CH2:52]1[CH2:56]O[CH2:54][CH2:53]1. Given the product [CH2:4]([C:5]1[C:13]([CH2:12][C:11]#[C:10][CH2:24][CH2:23][CH3:46])=[C:14]([CH2:26][CH2:25][CH3:40])[C:48]2[C:47](=[CH:46][C:23]3[C:22]([CH:21]=2)=[C:27]([CH2:28][CH2:29][CH3:20])[C:26]([CH2:37][CH2:38][CH3:39])=[C:25]([CH2:40][CH2:41][CH3:42])[C:24]=3[CH2:43][CH2:44][CH3:45])[C:29]=1[CH2:20][CH2:21][CH3:22])[C:3]#[C:54][CH2:53][CH2:52][CH3:56], predict the reactants needed to synthesize it. (2) Given the product [F:1][CH2:2][CH2:3][O:4][C:5]1[CH:10]=[CH:9][C:8]([C:11]2[O:12][C:13]3[C:18]([C:19](=[O:25])[C:20]=2[OH:21])=[CH:17][CH:16]=[C:15]([OH:26])[CH:14]=3)=[CH:7][C:6]=1[OH:30], predict the reactants needed to synthesize it. The reactants are: [F:1][CH2:2][CH2:3][O:4][C:5]1[CH:10]=[CH:9][C:8]([C:11]2[O:12][C:13]3[C:18]([C:19](=[O:25])[C:20]=2[O:21]COC)=[CH:17][CH:16]=[C:15]([O:26]COC)[CH:14]=3)=[CH:7][C:6]=1[O:30]COC.Cl. (3) The reactants are: Cl.Cl.[Cl:3][C:4]1[CH:5]=[N:6][C:7]2[NH:8][C:9]3[CH:10]=[N:11][CH:12]=[C:13]([CH:30]=3)[CH2:14][CH2:15][C:16]3[CH:24]=[C:20]([NH:21][C:22]=1[N:23]=2)[CH:19]=[CH:18][C:17]=3[O:25][CH2:26][C:27](O)=[O:28].[N:31]1([C:37]([O:39][C:40]([CH3:43])([CH3:42])[CH3:41])=[O:38])[CH2:36][CH2:35][NH:34][CH2:33][CH2:32]1. Given the product [Cl:3][C:4]1[CH:5]=[N:6][C:7]2[NH:8][C:9]3[CH:10]=[N:11][CH:12]=[C:13]([CH:30]=3)[CH2:14][CH2:15][C:16]3[CH:24]=[C:20]([NH:21][C:22]=1[N:23]=2)[CH:19]=[CH:18][C:17]=3[O:25][CH2:26][C:27]([N:34]1[CH2:35][CH2:36][N:31]([C:37]([O:39][C:40]([CH3:43])([CH3:42])[CH3:41])=[O:38])[CH2:32][CH2:33]1)=[O:28], predict the reactants needed to synthesize it. (4) Given the product [Cl:12][C:6]1[CH:7]=[C:8]([Cl:11])[CH:9]=[CH:10][C:5]=1[C:4]1[N:13]=[C:14]([OH:15])[N:20]2[N:19]=[C:21]([C:22]([O:24][CH2:25][CH3:26])=[O:23])[N:2]=[C:1]2[CH:3]=1, predict the reactants needed to synthesize it. The reactants are: [C:1]([CH:3]=[C:4]([NH:13][C:14](=O)[O:15]CC)[C:5]1[CH:10]=[CH:9][C:8]([Cl:11])=[CH:7][C:6]=1[Cl:12])#[N:2].[NH:19]([C:21](=O)[C:22]([O:24][CH2:25][CH3:26])=[O:23])[NH2:20].C(OCC)(=O)C.O. (5) Given the product [C:24]1([CH3:30])[CH:23]=[C:22]([CH3:21])[CH:27]=[C:26]([CH3:28])[C:25]=1[NH:29][C:2]1[C:15]2[C:14](=[O:16])[C:13]3[C:8](=[C:9]([NH:29][C:25]4[C:24]([CH3:30])=[CH:23][C:22]([CH3:27])=[CH:21][C:31]=4[CH3:32])[CH:10]=[C:11]([Br:17])[CH:12]=3)[C:7](=[O:19])[C:6]=2[CH:5]=[C:4]([Br:20])[CH:3]=1, predict the reactants needed to synthesize it. The reactants are: Br[C:2]1[C:15]2[C:14](=[O:16])[C:13]3[C:8](=[C:9](Br)[CH:10]=[C:11]([Br:17])[CH:12]=3)[C:7](=[O:19])[C:6]=2[CH:5]=[C:4]([Br:20])[CH:3]=1.[CH3:21][C:22]1[CH:27]=[C:26]([CH3:28])[C:25]([NH2:29])=[C:24]([CH3:30])[CH:23]=1.[C:31]([O-])(=O)[CH3:32].[Na+]. (6) Given the product [CH3:46][C:43]1[S:42][C:41]([C:39]([N:35]2[CH2:34][C:33]3([CH2:47][CH2:48][N:30]([CH2:29][C:28]4[CH:27]=[C:26]([CH2:25][CH:24]=[O:23])[CH:51]=[CH:50][CH:49]=4)[CH2:31][CH2:32]3)[O:38][CH2:37][CH2:36]2)=[O:40])=[CH:45][CH:44]=1, predict the reactants needed to synthesize it. The reactants are: CC(OI1(OC(C)=O)(OC(C)=O)OC(=O)C2C=CC=CC1=2)=O.[OH:23][CH2:24][CH2:25][C:26]1[CH:27]=[C:28]([CH:49]=[CH:50][CH:51]=1)[CH2:29][N:30]1[CH2:48][CH2:47][C:33]2([O:38][CH2:37][CH2:36][N:35]([C:39]([C:41]3[S:42][C:43]([CH3:46])=[CH:44][CH:45]=3)=[O:40])[CH2:34]2)[CH2:32][CH2:31]1.FC(F)(F)C(O)=O.S([O-])([O-])(=O)=S.[Na+].[Na+].C(=O)(O)[O-].[Na+].